From a dataset of Full USPTO retrosynthesis dataset with 1.9M reactions from patents (1976-2016). Predict the reactants needed to synthesize the given product. Given the product [I-:14].[CH2:2]([N+:16]1[CH:21]=[CH:20][CH:19]=[CH:18][C:17]=1[CH3:22])[CH2:3][CH2:4][CH2:5][CH2:6][CH2:7][C:8]#[C:9][CH2:10][CH2:11][CH2:12][CH3:13], predict the reactants needed to synthesize it. The reactants are: Cl[CH2:2][CH2:3][CH2:4][CH2:5][CH2:6][CH2:7][C:8]#[C:9][CH2:10][CH2:11][CH2:12][CH3:13].[I-:14].[K+].[N:16]1[CH:21]=[CH:20][CH:19]=[CH:18][C:17]=1[CH3:22].